Dataset: Forward reaction prediction with 1.9M reactions from USPTO patents (1976-2016). Task: Predict the product of the given reaction. (1) Given the reactants [C:1]([Mg]Br)#[C:2][CH3:3].[OH:6][C:7]1[CH:23]=[CH:22][C:10]([CH:11]=[C:12]2[C:17](=[O:18])[O:16][C:15]([CH3:20])([CH3:19])[O:14][C:13]2=[O:21])=[CH:9][CH:8]=1, predict the reaction product. The product is: [OH:6][C:7]1[CH:8]=[CH:9][C:10]([CH:11]([CH:12]2[C:13](=[O:21])[O:14][C:15]([CH3:20])([CH3:19])[O:16][C:17]2=[O:18])[C:1]#[C:2][CH3:3])=[CH:22][CH:23]=1. (2) Given the reactants [CH3:1][CH:2]1[CH2:7][CH2:6][NH:5][CH2:4][CH2:3]1.[Br:8][C:9]1[CH:14]=[CH:13][C:12](/[C:15](/[CH3:19])=[CH:16]/[CH2:17]Cl)=[CH:11][CH:10]=1, predict the reaction product. The product is: [Br:8][C:9]1[CH:14]=[CH:13][C:12](/[C:15](/[CH3:19])=[CH:16]/[CH2:17][N:5]2[CH2:6][CH2:7][CH:2]([CH3:1])[CH2:3][CH2:4]2)=[CH:11][CH:10]=1. (3) Given the reactants [Br:1][C:2]1[CH:7]=[CH:6][C:5]([C:8](=[N:22][O:23][CH2:24][CH3:25])[CH:9]2[CH2:14][CH2:13][N:12]([C:15]3([CH3:21])[CH2:20][CH2:19][NH:18][CH2:17][CH2:16]3)[CH2:11][CH2:10]2)=[CH:4][CH:3]=1.[CH3:26][O:27][C:28]1[C:37]2[C:32](=[CH:33][CH:34]=[CH:35][CH:36]=2)[N:31]=[C:30]([C:38](O)=[O:39])[CH:29]=1.CCN(CC)CC.CN(C(ON1N=NC2C=CC=NC1=2)=[N+](C)C)C.F[P-](F)(F)(F)(F)F, predict the reaction product. The product is: [Br:1][C:2]1[CH:7]=[CH:6][C:5]([C:8](=[N:22][O:23][CH2:24][CH3:25])[CH:9]2[CH2:10][CH2:11][N:12]([C:15]3([CH3:21])[CH2:20][CH2:19][N:18]([C:38]([C:30]4[CH:29]=[C:28]([O:27][CH3:26])[C:37]5[C:32](=[CH:33][CH:34]=[CH:35][CH:36]=5)[N:31]=4)=[O:39])[CH2:17][CH2:16]3)[CH2:13][CH2:14]2)=[CH:4][CH:3]=1. (4) Given the reactants [CH2:1]([N:8]([CH2:12][Si](C)(C)C)[CH2:9]OC)[C:2]1[CH:7]=[CH:6][CH:5]=[CH:4][CH:3]=1.[CH3:17][O:18][C:19](=[O:25])/[CH:20]=[CH:21]/[CH:22]1[CH2:24][CH2:23]1.C(O)(C(F)(F)F)=O.C1CCCCC1, predict the reaction product. The product is: [CH3:17][O:18][C:19]([CH:20]1[CH:21]([CH:22]2[CH2:24][CH2:23]2)[CH2:9][N:8]([CH2:1][C:2]2[CH:3]=[CH:4][CH:5]=[CH:6][CH:7]=2)[CH2:12]1)=[O:25]. (5) Given the reactants CON(C)[C:4](=[O:13])[C:5]1[CH:10]=[CH:9][CH:8]=[N:7][C:6]=1[O:11][CH3:12].[CH3:15][Mg]Br, predict the reaction product. The product is: [CH3:12][O:11][C:6]1[C:5]([C:4](=[O:13])[CH3:15])=[CH:10][CH:9]=[CH:8][N:7]=1.